From a dataset of Full USPTO retrosynthesis dataset with 1.9M reactions from patents (1976-2016). Predict the reactants needed to synthesize the given product. (1) Given the product [CH2:54]([O:53][C:52](=[O:61])[NH:51][CH:24]([C:25](=[O:50])[NH:26][CH:27]([C:36](=[O:49])[N:37]([CH2:41][CH:42]([O:43][CH2:44][CH3:45])[O:46][CH2:47][CH3:48])[CH:38]([CH3:40])[CH3:39])[CH2:28][C:29]1[CH:30]=[CH:31][C:32]([Cl:35])=[CH:33][CH:34]=1)[CH2:23][NH:22][S:18]([C:12]1[CH:13]=[CH:14][C:15]([Cl:17])=[CH:16][C:11]=1[Cl:10])(=[O:20])=[O:19])[C:55]1[CH:56]=[CH:57][CH:58]=[CH:59][CH:60]=1, predict the reactants needed to synthesize it. The reactants are: CCN(C(C)C)C(C)C.[Cl:10][C:11]1[CH:16]=[C:15]([Cl:17])[CH:14]=[CH:13][C:12]=1[S:18](Cl)(=[O:20])=[O:19].[NH2:22][CH2:23][CH:24]([NH:51][C:52](=[O:61])[O:53][CH2:54][C:55]1[CH:60]=[CH:59][CH:58]=[CH:57][CH:56]=1)[C:25](=[O:50])[NH:26][CH:27]([C:36](=[O:49])[N:37]([CH2:41][CH:42]([O:46][CH2:47][CH3:48])[O:43][CH2:44][CH3:45])[CH:38]([CH3:40])[CH3:39])[CH2:28][C:29]1[CH:34]=[CH:33][C:32]([Cl:35])=[CH:31][CH:30]=1. (2) The reactants are: [SH:1][C:2]1[N:7]=[CH:6][CH:5]=[CH:4][N:3]=1.[OH-].[Li+].[I-].[Na+].[C:12]([C:16]1[N:21]=[C:20]([N:22]2[CH2:27][CH2:26][N:25]([CH2:28][CH2:29][CH2:30]Cl)[CH2:24][CH2:23]2)[CH:19]=[C:18]([CH:32]2[CH2:34][CH2:33]2)[N:17]=1)([CH3:15])([CH3:14])[CH3:13]. Given the product [C:12]([C:16]1[N:17]=[C:18]([CH:32]2[CH2:33][CH2:34]2)[CH:19]=[C:20]([N:22]2[CH2:27][CH2:26][N:25]([CH2:28][CH2:29][CH2:30][S:1][C:2]3[N:7]=[CH:6][CH:5]=[CH:4][N:3]=3)[CH2:24][CH2:23]2)[N:21]=1)([CH3:15])([CH3:13])[CH3:14], predict the reactants needed to synthesize it. (3) Given the product [CH3:41][O:8][C:6](=[O:7])[CH:4]=[CH:5][C:36]1[CH:35]=[CH:34][C:33]([O:32][C:29]2[CH:30]=[CH:31][C:26]([CH:22]([NH:21][C:19]([O:18][C:14]([CH3:15])([CH3:17])[CH3:16])=[O:20])[C:23]([OH:25])=[O:24])=[CH:27][CH:28]=2)=[CH:38][CH:37]=1, predict the reactants needed to synthesize it. The reactants are: [H-].[Na+].C[C:4](P(OC)(O)=O)([C:6]([O-:8])=[O:7])[CH3:5].[C:14]([O:18][C:19]([NH:21][CH:22]([C:26]1[CH:31]=[CH:30][C:29]([O:32][C:33]2[CH:38]=[CH:37][C:36](C=O)=[CH:35][CH:34]=2)=[CH:28][CH:27]=1)[C:23]([OH:25])=[O:24])=[O:20])([CH3:17])([CH3:16])[CH3:15].[CH3:41]CCCCC.